Dataset: Full USPTO retrosynthesis dataset with 1.9M reactions from patents (1976-2016). Task: Predict the reactants needed to synthesize the given product. Given the product [CH3:6][O:7][C:8](=[O:21])[CH2:9][C:10]1[CH:15]=[C:14]([O:16][CH3:17])[CH:13]=[C:12]([O:18][CH3:19])[C:11]=1[S:2]([Cl:1])(=[O:5])=[O:3], predict the reactants needed to synthesize it. The reactants are: [Cl:1][S:2]([OH:5])(=O)=[O:3].[CH3:6][O:7][C:8](=[O:21])[CH2:9][C:10]1[CH:15]=[C:14]([O:16][CH3:17])[CH:13]=[C:12]([O:18][CH3:19])[C:11]=1C.